Dataset: Reaction yield outcomes from USPTO patents with 853,638 reactions. Task: Predict the reaction yield, written as a fraction of the theoretical maximum amount of product (1.0 means a 100% yield; for example, 0.34 means a 34% yield). (1) The reactants are [H-].[Na+].[C:3]([O:11][CH2:12][CH3:13])(=[O:10])[CH2:4][C:5]([O:7][CH2:8][CH3:9])=[O:6].F[C:15]1[CH:20]=[C:19]([CH3:21])[CH:18]=[CH:17][C:16]=1[N+:22]([O-:24])=[O:23].C(OCC)(=O)C.CCCCCC. The catalyst is CS(C)=O. The product is [CH3:21][C:19]1[CH:20]=[CH:15][C:16]([N+:22]([O-:24])=[O:23])=[C:17]([CH:4]([C:5]([O:7][CH2:8][CH3:9])=[O:6])[C:3]([O:11][CH2:12][CH3:13])=[O:10])[CH:18]=1. The yield is 0.990. (2) The reactants are Br[CH2:2][C:3]([C:5]1[CH:10]=[CH:9][C:8]([O:11][CH3:12])=[C:7]([O:13][CH3:14])[CH:6]=1)=O.[NH2:15][C:16]([NH2:18])=[S:17]. The catalyst is CCO. The product is [CH3:14][O:13][C:7]1[CH:6]=[C:5]([C:3]2[N:15]=[C:16]([NH2:18])[S:17][CH:2]=2)[CH:10]=[CH:9][C:8]=1[O:11][CH3:12]. The yield is 0.600. (3) The reactants are Br[C:2]1[C:3]([C:9]2[N:13]([C:14]3[CH:19]=[CH:18][C:17]([F:20])=[C:16]([Cl:21])[CH:15]=3)[N:12]=[CH:11][CH:10]=2)=[CH:4][C:5]([NH2:8])=[N:6][CH:7]=1.[CH3:22][O:23][C:24]1[CH:25]=[C:26]([N:39]2[CH2:44][CH2:43][N:42]([C:45]([O:47][C:48]([CH3:51])([CH3:50])[CH3:49])=[O:46])[CH2:41][CH2:40]2)[CH:27]=[CH:28][C:29]=1B1OC(C)(C)C(C)(C)O1.C([O-])([O-])=O.[Cs+].[Cs+].O1CCOCC1. The catalyst is C1C=CC([P]([Pd]([P](C2C=CC=CC=2)(C2C=CC=CC=2)C2C=CC=CC=2)([P](C2C=CC=CC=2)(C2C=CC=CC=2)C2C=CC=CC=2)[P](C2C=CC=CC=2)(C2C=CC=CC=2)C2C=CC=CC=2)(C2C=CC=CC=2)C2C=CC=CC=2)=CC=1.O. The product is [NH2:8][C:5]1[N:6]=[CH:7][C:2]([C:29]2[CH:28]=[CH:27][C:26]([N:39]3[CH2:44][CH2:43][N:42]([C:45]([O:47][C:48]([CH3:49])([CH3:50])[CH3:51])=[O:46])[CH2:41][CH2:40]3)=[CH:25][C:24]=2[O:23][CH3:22])=[C:3]([C:9]2[N:13]([C:14]3[CH:19]=[CH:18][C:17]([F:20])=[C:16]([Cl:21])[CH:15]=3)[N:12]=[CH:11][CH:10]=2)[CH:4]=1. The yield is 0.300.